From a dataset of Forward reaction prediction with 1.9M reactions from USPTO patents (1976-2016). Predict the product of the given reaction. (1) Given the reactants [CH3:1][O:2][C:3]1[CH:4]=[C:5]([C:11](=[O:13])[CH3:12])[CH:6]=[C:7]([O:9][CH3:10])[CH:8]=1.C1C=C[NH+]=CC=1.[Br:20][Br-]Br, predict the reaction product. The product is: [Br:20][CH2:12][C:11]([C:5]1[CH:6]=[C:7]([O:9][CH3:10])[CH:8]=[C:3]([O:2][CH3:1])[CH:4]=1)=[O:13]. (2) Given the reactants C(N(CC)CC)C.S([O-])([O-])(=O)=O.[Mg+2].[CH:14](=O)[C:15]1[CH:20]=[CH:19][CH:18]=[CH:17][CH:16]=1.Cl.[NH2:23][CH:24]([CH2:29][CH2:30][CH2:31][CH3:32])[C:25]([O:27][CH3:28])=[O:26], predict the reaction product. The product is: [CH:14](=[N:23][CH:24]([CH2:29][CH2:30][CH2:31][CH3:32])[C:25]([O:27][CH3:28])=[O:26])[C:15]1[CH:20]=[CH:19][CH:18]=[CH:17][CH:16]=1. (3) Given the reactants [OH:1][C@@H:2]([CH2:26][NH:27][S:28]([C:31]1[CH:36]=[CH:35][CH:34]=[CH:33][N:32]=1)(=[O:30])=[O:29])[C@@H:3]([NH:5][C:6](=[O:25])[O:7][C@H:8]([CH2:13][N:14]1[C:18]2[CH:19]=[C:20]([Cl:24])[C:21]([Cl:23])=[CH:22][C:17]=2[N:16]=[CH:15]1)[C:9]([CH3:12])([CH3:11])[CH3:10])[CH3:4].O[C@H](CNS(C1C=CC=CN=1)(=O)=O)[C@@H](NC(=O)O[C@H](CN1C2C=C(Cl)C(Cl)=CC=2N=C1)C(C)(C)C)C.CC(OI1(OC(C)=O)(OC(C)=O)OC(=O)C2C=CC=CC1=2)=O.C(=O)(O)[O-].[Na+], predict the reaction product. The product is: [CH3:4][C@H:3]([NH:5][C:6](=[O:25])[O:7][C@H:8]([CH2:13][N:14]1[C:18]2[CH:19]=[C:20]([Cl:24])[C:21]([Cl:23])=[CH:22][C:17]=2[N:16]=[CH:15]1)[C:9]([CH3:10])([CH3:12])[CH3:11])[C:2](=[O:1])[CH2:26][NH:27][S:28]([C:31]1[CH:36]=[CH:35][CH:34]=[CH:33][N:32]=1)(=[O:29])=[O:30]. (4) Given the reactants [F:1][C:2]([F:22])([F:21])[C:3]([NH:5][CH2:6][CH2:7][CH2:8][CH2:9][NH:10][CH2:11][C:12]1[N:17]2[CH:18]=[CH:19][N:20]=[C:16]2[CH:15]=[CH:14][CH:13]=1)=[O:4].[C:23](O[C:23]([O:25][C:26]([CH3:29])([CH3:28])[CH3:27])=[O:24])([O:25][C:26]([CH3:29])([CH3:28])[CH3:27])=[O:24], predict the reaction product. The product is: [C:26]([O:25][C:23]([N:10]([CH2:11][C:12]1[N:17]2[CH:18]=[CH:19][N:20]=[C:16]2[CH:15]=[CH:14][CH:13]=1)[CH2:9][CH2:8][CH2:7][CH2:6][NH:5][C:3](=[O:4])[C:2]([F:21])([F:1])[F:22])=[O:24])([CH3:29])([CH3:28])[CH3:27].